From a dataset of Full USPTO retrosynthesis dataset with 1.9M reactions from patents (1976-2016). Predict the reactants needed to synthesize the given product. Given the product [C:20]([NH:3][C:2]([NH2:23])=[S:1])([O:19][CH2:18][CH:16]1[C:15]2[C:10](=[CH:11][CH:12]=[CH:13][CH:14]=2)[C:9]2[C:17]1=[CH:5][CH:6]=[CH:7][CH:8]=2)=[O:21], predict the reactants needed to synthesize it. The reactants are: [S-:1][C:2]#[N:3].[K+].[CH:5]1[C:17]2[CH:16]([CH2:18][O:19][C:20](Cl)=[O:21])[C:15]3[C:10](=[CH:11][CH:12]=[CH:13][CH:14]=3)[C:9]=2[CH:8]=[CH:7][CH:6]=1.[NH3:23].C(O)C.